From a dataset of Catalyst prediction with 721,799 reactions and 888 catalyst types from USPTO. Predict which catalyst facilitates the given reaction. Reactant: Br[CH2:2][C:3]1[N:8]([C:9]2[CH:14]=[CH:13][CH:12]=[C:11]([C:15]([F:18])([F:17])[F:16])[CH:10]=2)[C:7](=[O:19])[NH:6][CH:5]([C:20]2[CH:25]=[CH:24][C:23]([C:26]#[N:27])=[CH:22][C:21]=2[S:28]([CH3:31])(=[O:30])=[O:29])[C:4]=1[C:32](OCC)=[O:33].[C:37]1([NH:43][NH2:44])[CH:42]=[CH:41][CH:40]=[CH:39][CH:38]=1. Product: [O:19]=[C:7]1[N:8]([C:9]2[CH:14]=[CH:13][CH:12]=[C:11]([C:15]([F:16])([F:17])[F:18])[CH:10]=2)[C:3]2[CH2:2][N:43]([C:37]3[CH:42]=[CH:41][CH:40]=[CH:39][CH:38]=3)[NH:44][C:32](=[O:33])[C:4]=2[CH:5]([C:20]2[CH:25]=[CH:24][C:23]([C:26]#[N:27])=[CH:22][C:21]=2[S:28]([CH3:31])(=[O:29])=[O:30])[NH:6]1. The catalyst class is: 12.